This data is from Forward reaction prediction with 1.9M reactions from USPTO patents (1976-2016). The task is: Predict the product of the given reaction. Given the reactants [F:1][C:2]1[CH:26]=[CH:25][CH:24]=[C:23]([F:27])[C:3]=1[O:4][C:5]1[CH:6]=[N:7][N:8]([CH:12]([CH2:16][C:17]2[CH:22]=[CH:21][CH:20]=[CH:19][CH:18]=2)[C:13](O)=[O:14])[C:9](=[O:11])[CH:10]=1.[C:28]([Si:32]([CH3:43])([CH3:42])[O:33][CH2:34][CH2:35][N:36]1[CH:40]=[CH:39][C:38]([NH2:41])=[N:37]1)([CH3:31])([CH3:30])[CH3:29], predict the reaction product. The product is: [C:28]([Si:32]([CH3:43])([CH3:42])[O:33][CH2:34][CH2:35][N:36]1[CH:40]=[CH:39][C:38]([NH:41][C:13](=[O:14])[CH:12]([N:8]2[C:9](=[O:11])[CH:10]=[C:5]([O:4][C:3]3[C:2]([F:1])=[CH:26][CH:25]=[CH:24][C:23]=3[F:27])[CH:6]=[N:7]2)[CH2:16][C:17]2[CH:22]=[CH:21][CH:20]=[CH:19][CH:18]=2)=[N:37]1)([CH3:31])([CH3:30])[CH3:29].